From a dataset of Forward reaction prediction with 1.9M reactions from USPTO patents (1976-2016). Predict the product of the given reaction. (1) Given the reactants [C:1]([C:6]1[CH:11]=[C:10]([Cl:12])[CH:9]=[CH:8][C:7]=1[NH:13][S:14]([C:17]([F:20])([F:19])[F:18])(=[O:16])=[O:15])(=O)[CH2:2][CH2:3][CH3:4].Cl.[Cl:22][C:23]1[CH:28]=[CH:27][C:26]([O:29][NH2:30])=[CH:25][CH:24]=1.CC([O-])=O.[Na+], predict the reaction product. The product is: [Cl:12][C:10]1[CH:9]=[CH:8][C:7]([NH:13][S:14]([C:17]([F:20])([F:19])[F:18])(=[O:16])=[O:15])=[C:6]([C:1](=[N:30][O:29][C:26]2[CH:27]=[CH:28][C:23]([Cl:22])=[CH:24][CH:25]=2)[CH2:2][CH2:3][CH3:4])[CH:11]=1. (2) The product is: [C:13]1([C:11]2[O:12][C:8]3[CH:7]=[CH:6][C:5]([C:3]([OH:4])=[O:2])=[CH:19][C:9]=3[CH:10]=2)[CH:14]=[CH:15][CH:16]=[CH:17][CH:18]=1. Given the reactants C[O:2][C:3]([C:5]1[CH:6]=[CH:7][C:8]2[O:12][C:11]([C:13]3[CH:18]=[CH:17][CH:16]=[CH:15][CH:14]=3)=[CH:10][C:9]=2[CH:19]=1)=[O:4].O[Li].O, predict the reaction product. (3) Given the reactants [C:1]1([O:7][P:8]([CH2:17][C:18]([CH3:41])=[CH:19][CH2:20][C:21]2[C:22]([O:34][CH2:35][CH2:36][Si:37]([CH3:40])([CH3:39])[CH3:38])=[C:23]3[C:27](=[C:28]([CH3:32])[C:29]=2[O:30][CH3:31])[CH2:26][O:25][C:24]3=[O:33])(=[O:16])[O:9]C2C=CC=CC=2)[CH:6]=[CH:5][CH:4]=[CH:3][CH:2]=1.[OH-].[Na+].CCOC(C)=O, predict the reaction product. The product is: [C:1]1([O:7][P:8]([CH2:17][C:18]([CH3:41])=[CH:19][CH2:20][C:21]2[C:22]([O:34][CH2:35][CH2:36][Si:37]([CH3:40])([CH3:38])[CH3:39])=[C:23]3[C:27](=[C:28]([CH3:32])[C:29]=2[O:30][CH3:31])[CH2:26][O:25][C:24]3=[O:33])(=[O:9])[OH:16])[CH:2]=[CH:3][CH:4]=[CH:5][CH:6]=1. (4) Given the reactants N1C=CC=NN=1.[O:7]1[CH:11]=[CH:10][CH:9]=[C:8]1[CH2:12][NH:13][C:14]1[N:19]=[C:18]([NH:20][C:21]2[CH:26]=[CH:25][CH:24]=[C:23]([C:27]([F:30])([F:29])[F:28])[CH:22]=2)[N:17]=[C:16]([O:31][CH2:32][CH2:33][CH3:34])[N:15]=1, predict the reaction product. The product is: [CH2:32]([O:31][C:16]1[N:15]=[C:14]([NH:13][CH2:12][C:8]2[O:7][CH:11]=[CH:10][CH:9]=2)[N:19]=[C:18]([NH:20][C:21]2[CH:26]=[CH:25][CH:24]=[C:23]([C:27]([F:30])([F:28])[F:29])[CH:22]=2)[N:17]=1)[CH:33]=[CH2:34]. (5) Given the reactants [F:1][C:2]1[CH:3]=[CH:4][C:5]([CH3:41])=[C:6]([CH2:8][CH:9]([NH:11][C:12]2[CH:17]=[CH:16][NH:15][C:14](=[O:18])[C:13]=2[C:19]2[NH:40][C:22]3=[CH:23][C:24]4[C:25](=O)[N:26]([CH:32]5[CH2:37][CH2:36][N:35]([CH3:38])[CH2:34][CH2:33]5)[C:27](=[O:31])[C:28]=4[C:29]([CH3:30])=[C:21]3[N:20]=2)[CH3:10])[CH:7]=1, predict the reaction product. The product is: [F:1][C:2]1[CH:3]=[CH:4][C:5]([CH3:41])=[C:6]([CH2:8][CH:9]([NH:11][C:12]2[CH:17]=[CH:16][NH:15][C:14](=[O:18])[C:13]=2[C:19]2[NH:40][C:22]3=[CH:23][C:24]4[CH2:25][N:26]([CH:32]5[CH2:37][CH2:36][N:35]([CH3:38])[CH2:34][CH2:33]5)[C:27](=[O:31])[C:28]=4[C:29]([CH3:30])=[C:21]3[N:20]=2)[CH3:10])[CH:7]=1. (6) Given the reactants CON(C)[C:4]([CH:6]1[CH2:12][CH:11]2[N:13]([C:14]([O:16]C(C)(C)C)=[O:15])[CH:8]([CH2:9][CH2:10]2)[CH2:7]1)=[O:5].[Br-].O.Cl, predict the reaction product. The product is: [C:6]([C@@:11]12[N:13]([C:14]([OH:16])=[O:15])[C@@H:8]([CH2:9][CH2:10]1)[CH2:7][CH:6]([C:4](=[O:5])[CH2:11][CH2:10][CH:9]=[CH2:8])[CH2:12]2)([CH3:12])([CH3:7])[CH3:4]. (7) Given the reactants C[N:2]1[CH:7]2[CH2:8][CH2:9][CH2:10][CH:3]1[CH2:4][CH:5]([NH:11][C:12](=[O:18])[O:13][C:14]([CH3:17])([CH3:16])[CH3:15])[CH2:6]2.[OH-].[Na+].[O-][Mn](=O)(=O)=O.[K+], predict the reaction product. The product is: [CH:7]12[NH:2][CH:3]([CH2:10][CH2:9][CH2:8]1)[CH2:4][CH:5]([NH:11][C:12](=[O:18])[O:13][C:14]([CH3:16])([CH3:15])[CH3:17])[CH2:6]2. (8) Given the reactants [Br:1][C:2]1[C:10]2[S:9][CH:8]=[N:7][C:6]=2[CH:5]=[CH:4][C:3]=1N.Cl.N([O-])=O.[Na+].[I-:17].[K+].S([O-])([O-])(=O)=S.[Na+].[Na+], predict the reaction product. The product is: [Br:1][C:2]1[C:10]2[S:9][CH:8]=[N:7][C:6]=2[CH:5]=[CH:4][C:3]=1[I:17]. (9) Given the reactants [CH3:1][O:2][C:3]1[CH:49]=[CH:48][C:6]([CH2:7][N:8]([CH2:39][C:40]2[CH:45]=[CH:44][C:43]([O:46][CH3:47])=[CH:42][CH:41]=2)[C:9]2[N:14]=[CH:13][C:12]([C:15]3[C:16]4[CH2:29][CH2:28][N:27]([C:30]5[CH:38]=[CH:37][C:33]([C:34]([OH:36])=O)=[CH:32][CH:31]=5)[C:17]=4[N:18]=[C:19]([N:21]4[CH2:26][CH2:25][O:24][CH2:23][CH2:22]4)[N:20]=3)=[CH:11][N:10]=2)=[CH:5][CH:4]=1.[NH2:50][CH2:51][C:52]1[CH:57]=[CH:56][CH:55]=[CH:54][N:53]=1, predict the reaction product. The product is: [CH3:47][O:46][C:43]1[CH:42]=[CH:41][C:40]([CH2:39][N:8]([CH2:7][C:6]2[CH:48]=[CH:49][C:3]([O:2][CH3:1])=[CH:4][CH:5]=2)[C:9]2[N:10]=[CH:11][C:12]([C:15]3[C:16]4[CH2:29][CH2:28][N:27]([C:30]5[CH:31]=[CH:32][C:33]([C:34]([NH:50][CH2:51][C:52]6[CH:57]=[CH:56][CH:55]=[CH:54][N:53]=6)=[O:36])=[CH:37][CH:38]=5)[C:17]=4[N:18]=[C:19]([N:21]4[CH2:22][CH2:23][O:24][CH2:25][CH2:26]4)[N:20]=3)=[CH:13][N:14]=2)=[CH:45][CH:44]=1. (10) Given the reactants [Br:1][C:2]1[C:11]([O:12][Si:13]([C:16]([CH3:19])([CH3:18])[CH3:17])([CH3:15])[CH3:14])=[C:10]2[C:5]([CH:6]=[CH:7][C:8]([CH:20]=[N:21][NH:22][C:23]3[CH:28]=[CH:27][CH:26]=[CH:25][N:24]=3)=[N:9]2)=[CH:4][CH:3]=1.C(O)(=O)C.C(O)(=O)C.IC1C=CC=CC=1, predict the reaction product. The product is: [N:22]1[N:21]=[C:20]([C:8]2[CH:7]=[CH:6][C:5]3[C:10](=[C:11]([O:12][Si:13]([C:16]([CH3:19])([CH3:17])[CH3:18])([CH3:15])[CH3:14])[C:2]([Br:1])=[CH:3][CH:4]=3)[N:9]=2)[N:24]2[CH:25]=[CH:26][CH:27]=[CH:28][C:23]=12.